Regression. Given a peptide amino acid sequence and an MHC pseudo amino acid sequence, predict their binding affinity value. This is MHC class II binding data. From a dataset of Peptide-MHC class II binding affinity with 134,281 pairs from IEDB. (1) The peptide sequence is SGVAATESAYLAYRN. The MHC is DRB1_0405 with pseudo-sequence DRB1_0405. The binding affinity (normalized) is 0.371. (2) The peptide sequence is EKHYFAATQFEPLAA. The MHC is DRB1_0101 with pseudo-sequence DRB1_0101. The binding affinity (normalized) is 0.510. (3) The peptide sequence is QEALNIALVAVSLIA. The MHC is DRB1_0901 with pseudo-sequence DRB1_0901. The binding affinity (normalized) is 0.274. (4) The peptide sequence is PVSILAMRTSKSTLD. The MHC is H-2-IAd with pseudo-sequence H-2-IAd. The binding affinity (normalized) is 0.682. (5) The peptide sequence is ERFALNPSLLETTEGCQQI. The binding affinity (normalized) is 0.524. The MHC is DRB1_0101 with pseudo-sequence DRB1_0101. (6) The peptide sequence is KVLELAAALSDDFER. The MHC is HLA-DPA10201-DPB10501 with pseudo-sequence HLA-DPA10201-DPB10501. The binding affinity (normalized) is 0.154. (7) The peptide sequence is VEDNLVKLKNVLNVY. The MHC is DRB1_0901 with pseudo-sequence DRB1_0901. The binding affinity (normalized) is 0.390.